Task: Predict the product of the given reaction.. Dataset: Forward reaction prediction with 1.9M reactions from USPTO patents (1976-2016) (1) Given the reactants [C:1]([O:5][C:6]([N:8]1[CH2:13][CH2:12][CH2:11][CH:10]([C:14]2[CH:19]=[N:18][CH:17]=[C:16](Cl)[N:15]=2)[CH2:9]1)=[O:7])([CH3:4])([CH3:3])[CH3:2].[Cl:21][C:22]1[CH:23]=[C:24]2[C:28](=[CH:29][CH:30]=1)[C:27](=[O:31])[NH:26][C:25]2([CH3:33])[CH3:32].[C@H]1(N)CCCC[C@@H]1N.C([O-])([O-])=O.[Cs+].[Cs+], predict the reaction product. The product is: [C:1]([O:5][C:6]([N:8]1[CH2:13][CH2:12][CH2:11][CH:10]([C:14]2[CH:19]=[N:18][CH:17]=[C:16]([N:26]3[C:27](=[O:31])[C:28]4[C:24](=[CH:23][C:22]([Cl:21])=[CH:30][CH:29]=4)[C:25]3([CH3:33])[CH3:32])[N:15]=2)[CH2:9]1)=[O:7])([CH3:4])([CH3:3])[CH3:2]. (2) The product is: [CH3:26][O:25][C:23]1[C:24]2[N:16]([CH2:15][CH2:14][CH2:13][O:12][C:3]3[C:2]([CH3:37])=[CH:11][C:10]4[CH2:9][CH2:8][CH2:7][CH2:6][C:5]=4[CH:4]=3)[N:17]=[CH:18][C:19]=2[N:20]=[C:21]([N:27]2[CH:31]=[C:30]([C:32]([O:34][CH2:35][CH3:36])=[O:33])[CH:29]=[N:28]2)[N:22]=1. Given the reactants Br[C:2]1[C:3]([O:12][CH2:13][CH2:14][CH2:15][N:16]2[C:24]3[C:23]([O:25][CH3:26])=[N:22][C:21]([N:27]4[CH:31]=[C:30]([C:32]([O:34][CH2:35][CH3:36])=[O:33])[CH:29]=[N:28]4)=[N:20][C:19]=3[CH:18]=[N:17]2)=[CH:4][C:5]2[CH2:6][CH2:7][CH2:8][CH2:9][C:10]=2[CH:11]=1.[CH3:37]B1OB(C)OB(C)O1.[F-].[Cs+], predict the reaction product. (3) Given the reactants [CH:1]1[C:10]2[C:5](=[CH:6][CH:7]=[CH:8][CH:9]=2)[CH:4]=[CH:3][C:2]=1[S:11][CH2:12][CH:13]1[CH2:17][O:16][C:15](=[O:18])[CH2:14]1.[OH:19]OS([O-])=O.[K+].[OH2:25], predict the reaction product. The product is: [CH:1]1[C:10]2[C:5](=[CH:6][CH:7]=[CH:8][CH:9]=2)[CH:4]=[CH:3][C:2]=1[S:11]([CH2:12][CH:13]1[CH2:17][O:16][C:15](=[O:18])[CH2:14]1)(=[O:19])=[O:25].